Predict the reactants needed to synthesize the given product. From a dataset of Full USPTO retrosynthesis dataset with 1.9M reactions from patents (1976-2016). (1) Given the product [CH3:22][C:12]1([CH3:23])[C@@H:13]([OH:21])[CH2:14][CH2:15][C@@:16]2([CH3:17])[CH:11]1[C@@H:10]([OH:24])[CH2:9][C@@H:8]1[C@@H:18]2[CH2:19][CH2:20][C@@:3]2([CH3:4])[C@H:5]1[CH2:6][CH2:7][C@@H:2]2[OH:1], predict the reactants needed to synthesize it. The reactants are: [OH:1][C@H:2]1[CH2:7][CH2:6][C@H:5]2[C@H:8]3[C@H:18]([CH2:19][CH2:20][C@:3]12[CH3:4])[C@:16]1([CH3:17])[C:11]([C:12]([CH3:23])([CH3:22])[C:13](=[O:21])[CH2:14][CH2:15]1)=[CH:10][CH2:9]3.[OH2:24]. (2) Given the product [ClH:46].[NH2:26][CH2:25][CH2:24][CH2:23][N:18]1[C:19](=[O:22])[CH2:20][CH2:21][C@@H:17]1[CH2:16][NH:15][C:13](=[O:14])[C:12]1[CH:34]=[CH:35][C:9]([C:4]2[CH:5]=[CH:6][CH:7]=[CH:8][C:3]=2[C:1]#[N:2])=[N:10][C:11]=1[NH:36][CH2:37][CH2:38][C:39]1[CH:44]=[CH:43][CH:42]=[C:41]([F:45])[CH:40]=1, predict the reactants needed to synthesize it. The reactants are: [C:1]([C:3]1[CH:8]=[CH:7][CH:6]=[CH:5][C:4]=1[C:9]1[CH:35]=[CH:34][C:12]([C:13]([NH:15][CH2:16][C@H:17]2[CH2:21][CH2:20][C:19](=[O:22])[N:18]2[CH2:23][CH2:24][CH2:25][NH:26]C(=O)OC(C)(C)C)=[O:14])=[C:11]([NH:36][CH2:37][CH2:38][C:39]2[CH:44]=[CH:43][CH:42]=[C:41]([F:45])[CH:40]=2)[N:10]=1)#[N:2].[ClH:46]. (3) Given the product [CH:1]1([CH2:4][O:5][C:6]2[CH:11]=[CH:10][C:9]([S:12]([N:15]3[CH2:20][CH2:19][CH:18]([OH:21])[CH2:17][CH2:16]3)(=[O:13])=[O:14])=[CH:8][C:7]=2[C:28]2[C:29]3[CH:38]=[CH:37][NH:36][C:30]=3[C:31](=[O:35])[N:32]([CH3:34])[CH:33]=2)[CH2:3][CH2:2]1, predict the reactants needed to synthesize it. The reactants are: [CH:1]1([CH2:4][O:5][C:6]2[CH:11]=[CH:10][C:9]([S:12]([N:15]3[CH2:20][CH2:19][CH:18]([O:21]C4CCCCO4)[CH2:17][CH2:16]3)(=[O:14])=[O:13])=[CH:8][C:7]=2[C:28]2[C:29]3[CH:38]=[CH:37][NH:36][C:30]=3[C:31](=[O:35])[N:32]([CH3:34])[CH:33]=2)[CH2:3][CH2:2]1.C(O)(=O)C.O1CCCC1. (4) Given the product [C:9]([C:11]1[CH:12]=[C:13]([S:18]([NH:8][C:7]2[S:3][N:4]=[CH:5][N:6]=2)(=[O:20])=[O:19])[CH:14]=[CH:15][C:16]=1[F:17])#[N:10], predict the reactants needed to synthesize it. The reactants are: [OH-].[Na+].[S:3]1[C:7]([NH2:8])=[N:6][CH:5]=[N:4]1.[C:9]([C:11]1[CH:12]=[C:13]([S:18](Cl)(=[O:20])=[O:19])[CH:14]=[CH:15][C:16]=1[F:17])#[N:10].Cl. (5) Given the product [O:8]1[CH:7]2[CH:2]([CH2:3][N:4]([C:9]([O:11][C:12]([CH3:15])([CH3:14])[CH3:13])=[O:10])[CH2:5][CH2:6]2)[O:1][CH2:18][CH2:17]1, predict the reactants needed to synthesize it. The reactants are: [OH:1][CH:2]1[CH:7]([OH:8])[CH2:6][CH2:5][N:4]([C:9]([O:11][C:12]([CH3:15])([CH3:14])[CH3:13])=[O:10])[CH2:3]1.Cl[CH2:17][CH2:18]Cl. (6) Given the product [CH3:1][C:2]([CH3:7])([CH3:6])[CH2:3][CH2:4][NH:5][C:13](=[O:14])[O:12][C:9]([CH3:11])([CH3:10])[CH3:8], predict the reactants needed to synthesize it. The reactants are: [CH3:1][C:2]([CH3:7])([CH3:6])[CH2:3][CH2:4][NH2:5].[CH3:8][C:9]([O:12][C:13](O[C:13]([O:12][C:9]([CH3:11])([CH3:10])[CH3:8])=[O:14])=[O:14])([CH3:11])[CH3:10]. (7) Given the product [F:14][C:2]1([F:1])[O:6][C:5]2[C:7]([CH3:16])=[CH:8][CH:9]=[C:10]([B:11]([OH:13])[OH:12])[C:4]=2[O:3]1, predict the reactants needed to synthesize it. The reactants are: [F:1][C:2]1([F:14])[O:6][C:5]2[CH:7]=[CH:8][CH:9]=[C:10]([B:11]([OH:13])[OH:12])[C:4]=2[O:3]1.[Li][CH:16](CC)C.C1CCCCC1.CI. (8) Given the product [CH2:1]([O:3][C:4](=[O:20])[C:5]([C:8]1[CH:9]=[N:10][C:11]([NH2:17])=[C:12]([O:14][CH2:15][CH3:16])[CH:13]=1)([OH:7])[CH3:6])[CH3:2], predict the reactants needed to synthesize it. The reactants are: [CH2:1]([O:3][C:4](=[O:20])[C:5]([C:8]1[CH:9]=[N:10][C:11]([N+:17]([O-])=O)=[C:12]([O:14][CH2:15][CH3:16])[CH:13]=1)([OH:7])[CH3:6])[CH3:2].C([O-])=O.[NH4+].C1COCC1.CO.